This data is from Experimentally validated miRNA-target interactions with 360,000+ pairs, plus equal number of negative samples. The task is: Binary Classification. Given a miRNA mature sequence and a target amino acid sequence, predict their likelihood of interaction. (1) The miRNA is hsa-miR-4524a-3p with sequence UGAGACAGGCUUAUGCUGCUAU. The protein sequence of the target gene is MAGMVDFQDEEQVKSFLENMEVECNYHCYHEKDPDGCYRLVDYLEGIRKNFDEAAKVLKFNCEENQHSDSCYKLGAYYVTGKGGLTQDLKAAARCFLMACEKPGKKSIAACHNVGLLAHDGQVNEDGQPDLGKARDYYTRACDGGYTSSCFNLSAMFLQGAPGFPKDMDLACKYSMKACDLGHIWACANASRMYKLGDGVDKDEAKAEVLKNRAQQLHKEQQKGVQPLTFG. Result: 1 (interaction). (2) The miRNA is hsa-miR-7843-3p with sequence AUGAAGCCUUCUCUGCCUUACG. The protein sequence of the target gene is MGNGMCSRKQKRIFQTLLLLTVVFGFLYGAMLYLELQTQLRKAEAVALKYQQHQDSLSAQLQVVYEHRSRLEKSLQKERLEHKKAKEDFLVYKLEAQETLNKGRQDSNSRYSALNVQHQMLKSQHEELRKQHSDLEEEHRKQGEDFSRTFNDHKQRYLQLQQEKEQELSKLKETVYNLREENRQLRKAHQDIHTQLQDVKTQVAEYKQLKDTLNRIPSFRNPDPVEQQNVTFPHGTHPPQGYNGREKLTGELQEVQPNHEAGPRRMEEKPLSSMQKDAGFQALEEQNQVEPREPEERQVE.... Result: 0 (no interaction). (3) Result: 1 (interaction). The protein sequence of the target gene is MAQGSVSFNDVTVDFTQEEWQHLDHAQKTLYMDVMLENYCHLISVGCHMTKPDVILKLERGEEPWTSFAGHTCLEENWKAEDFLVKFKEHQEKYSRSVVSINHKKLVKEKSKIYEKTFTLGKNPVNSKNLPPEYDTHGRILKNVSELIISNLNPARKRLSEYNGYGKSLLSTKQETTHPEVKSHNQSARAFSHNEVLMQYQKTETPAQSFGYNDCEKSFLQRGGLITHSRPYKGENPSVYNKKRRATNIEKKHTCNECGKSFCRKSVLILHQGIHSEEKPYQCHQCGNAFRRKSYLIDHQ.... The miRNA is hsa-miR-32-3p with sequence CAAUUUAGUGUGUGUGAUAUUU. (4) Result: 0 (no interaction). The protein sequence of the target gene is MDPTAPGSSVSSLPLLLVLALGLAILHCVVADGNTTRTPETNGSLCGAPGENCTGTTPRQKVKTHFSRCPKQYKHYCIHGRCRFVVDEQTPSCICEKGYFGARCERVDLFYLQQDRGQILVVCLIVVMVVFIILVIGVCTCCHPLRKHRKKKKEEKMETLDKDKTPISEDIQETNIA. The miRNA is mmu-miR-323-3p with sequence CACAUUACACGGUCGACCUCU. (5) The miRNA is hsa-miR-603 with sequence CACACACUGCAAUUACUUUUGC. The protein sequence of the target gene is MARCERLRGAALRDVLGRAQGVLFDCDGVLWNGERAVPGAPELLERLARAGKAALFVSNNSRRARPELALRFARLGFGGLRAEQLFSSALCAARLLRQRLPGPPDAPGAVFVLGGEGLRAELRAAGLRLAGDPSAGDGAAPRVRAVLVGYDEHFSFAKLREACAHLRDPECLLVATDRDPWHPLSDGSRTPGTGSLAAAVETASGRQALVVGKPSPYMFECITENFSIDPARTLMVGDRLETDILFGHRCGMTTVLTLTGVSRLEEAQAYLAAGQHDLVPHYYVESIADLTEGLED. Result: 0 (no interaction). (6) The protein sequence of the target gene is MEVRASLQKVSGSSDSVATMNSEEFVLVPQYADDNSTKHEEKPQLKIVSNGDEQLEKAMEEILRDSEKRPSSLLVDCQSSSEISDHSFGDIPASQTNKPSLQLILDPSNTEISTPRPSSPGGLPEEDSVLFNKLTYLGCMKVSSPRNEVEALRAMATMKSSSQYPFPVTLYVPNVPEGSVRIIDQSSNVEIASFPIYKVLFCARGHDGTTESNCFAFTESSHGSEEFQIHVFSCEIKEAVSRILYSFCTAFKRSSRQVSDVKDSVIPTPDSDVFTFSVSLEVKEDDGKGNFSPVPKDRDK.... Result: 0 (no interaction). The miRNA is hsa-miR-3198 with sequence GUGGAGUCCUGGGGAAUGGAGA. (7) The miRNA is hsa-miR-154-3p with sequence AAUCAUACACGGUUGACCUAUU. The protein sequence of the target gene is MAALLMPRRNKGMRTRLGCLSHKSDSCSDFTAILPDKPNRALKRLSTEEATRWAESFDVLLSHKYGVAAFRAFLKTEFSEENLEFWLACEEFKKTRSTAKLVTKAHRIFEEFVDVQAPREVNIDFQTREATRKNMQEPSLTCFDQAQGKVHSLMEKDSYPRFLRSKMYLDLLSQSQRRLS. Result: 0 (no interaction). (8) The miRNA is hsa-miR-1275 with sequence GUGGGGGAGAGGCUGUC. The protein sequence of the target gene is MAGPQPLALQLEQLLNPRPSEADPEADPEEATAARVIDRFDEGEDGEGDFLVVGSIRKLASASLLDTDKRYCGKTTSRKAWNEDHWEQTLPGSSDEEISDEEGSGDEDSEGLGLEEYDEDDLGAAEEQECGDHRESKKSRSHSAKTPGFSVQSISDFEKFTKGMDDLGSSEEEEDEESGMEEGDDAEDSQGESEEDRAGDRNSEDDGVVMTFSSVKVSEEVEKGRAVKNQIALWDQLLEGRIKLQKALLTTNQLPQPDVFPLFKDKGGPEFSSALKNSHKALKALLRSLVGLQEELLFQY.... Result: 0 (no interaction).